Dataset: Full USPTO retrosynthesis dataset with 1.9M reactions from patents (1976-2016). Task: Predict the reactants needed to synthesize the given product. (1) Given the product [OH:1][CH:2]([CH2:11][CH2:12][OH:13])[CH2:3][CH2:4][CH2:5][CH2:6][C:7]([O-:9])=[O:8].[Na+:15], predict the reactants needed to synthesize it. The reactants are: [OH:1][CH:2]([CH2:11][CH2:12][OH:13])[CH2:3][CH2:4][CH2:5][CH2:6][C:7]([O:9]C)=[O:8].[OH-].[Na+:15]. (2) Given the product [C:60]([C:2]1[N:7]=[C:6]([C:8]([O:10][CH3:11])=[O:9])[C:5]([NH:12][C:13]([C:15]2[C:24]3[C:19](=[CH:20][CH:21]=[CH:22][CH:23]=3)[C:18]([CH3:25])=[CH:17][CH:16]=2)=[O:14])=[CH:4][CH:3]=1)#[N:61], predict the reactants needed to synthesize it. The reactants are: Cl[C:2]1[N:7]=[C:6]([C:8]([O:10][CH3:11])=[O:9])[C:5]([NH:12][C:13]([C:15]2[C:24]3[C:19](=[CH:20][CH:21]=[CH:22][CH:23]=3)[C:18]([CH3:25])=[CH:17][CH:16]=2)=[O:14])=[CH:4][CH:3]=1.[C-]#N.[K+].C1(P(C2C=CC=CC=2)CCCCCP(C2C=CC=CC=2)C2C=CC=CC=2)C=CC=CC=1.[CH3:60][N:61](CCN(C)C)C. (3) Given the product [CH3:17][O:16][C:15]1[CH:14]=[CH:13][N:12]=[C:11]2[NH:18][C:2]3[C:3]([C:10]=12)=[CH:4][C:5]([O:8][CH3:9])=[N:6][CH:7]=3, predict the reactants needed to synthesize it. The reactants are: Cl[C:2]1[C:3]([C:10]2[C:11]([NH2:18])=[N:12][CH:13]=[CH:14][C:15]=2[O:16][CH3:17])=[CH:4][C:5]([O:8][CH3:9])=[N:6][CH:7]=1.CC(C)([O-])C.[K+].